Dataset: Catalyst prediction with 721,799 reactions and 888 catalyst types from USPTO. Task: Predict which catalyst facilitates the given reaction. (1) Reactant: [OH-].[Na+].[F:3][C:4]1[C:13]([NH:14][S:15](=[O:21])(=[O:20])[NH:16][CH2:17][CH2:18][CH3:19])=[CH:12][CH:11]=[C:10]([F:22])[C:5]=1[C:6]([O:8]C)=[O:7].C1COCC1. Product: [F:3][C:4]1[C:13]([NH:14][S:15](=[O:20])(=[O:21])[NH:16][CH2:17][CH2:18][CH3:19])=[CH:12][CH:11]=[C:10]([F:22])[C:5]=1[C:6]([OH:8])=[O:7]. The catalyst class is: 5. (2) Reactant: [OH:1][CH:2]1[C:11]2[N:10]=[CH:9][CH:8]=[CH:7][C:6]=2[CH2:5][CH2:4][CH2:3]1. Product: [N:10]1[C:11]2[C:2](=[O:1])[CH2:3][CH2:4][CH2:5][C:6]=2[CH:7]=[CH:8][CH:9]=1. The catalyst class is: 485. (3) Reactant: CO[C:3]([C:5]1([N:10]([CH3:18])[NH:11][CH2:12][CH2:13][C:14]([CH3:17])([CH3:16])[CH3:15])[CH2:9][CH2:8][CH2:7][CH2:6]1)=[O:4].[CH3:19][S:20]([NH:23][C:24]1[CH:39]=[CH:38][C:27]2[NH:28][C:29]([CH2:34][C:35](O)=[O:36])=[N:30][S:31](=[O:33])(=[O:32])[C:26]=2[CH:25]=1)(=[O:22])=[O:21].ClCCl.[O-]CC.[Na+].C(O)C. Product: [CH3:17][C:14]([CH3:15])([CH3:16])[CH2:13][CH2:12][N:11]1[C:35](=[O:36])[C:34]([C:29]2[NH:28][C:27]3[CH:38]=[CH:39][C:24]([NH:23][S:20]([CH3:19])(=[O:22])=[O:21])=[CH:25][C:26]=3[S:31](=[O:33])(=[O:32])[N:30]=2)=[C:3]([OH:4])[C:5]2([CH2:6][CH2:7][CH2:8][CH2:9]2)[N:10]1[CH3:18]. The catalyst class is: 9. (4) Reactant: [Cl:1][C:2]1[CH:7]=[CH:6][C:5]([NH:8][C:9](=[O:27])[CH2:10][CH2:11][C:12]2[CH:17]=[CH:16][C:15]([O:18][C:19]3[CH:24]=[CH:23][N:22]=[C:21]([C:25]#[N:26])[CH:20]=3)=[CH:14][CH:13]=2)=[CH:4][C:3]=1[C:28]([F:31])([F:30])[F:29].[Cl-].[Cl-].[Cl-].[Al+3].[N-:36]=[N+:37]=[N-:38].[Na+]. Product: [Cl:1][C:2]1[CH:7]=[CH:6][C:5]([NH:8][C:9](=[O:27])[CH2:10][CH2:11][C:12]2[CH:17]=[CH:16][C:15]([O:18][C:19]3[CH:24]=[CH:23][N:22]=[C:21]([C:25]4[N:36]=[N:37][NH:38][N:26]=4)[CH:20]=3)=[CH:14][CH:13]=2)=[CH:4][C:3]=1[C:28]([F:31])([F:29])[F:30]. The catalyst class is: 3. (5) Reactant: [N:1]1[CH:9]=[C:8]2[C:4]([N:5]([CH2:10][C:11]3[CH:21]=[CH:20][C:14]4[N:15]=[C:16]([S:18][CH3:19])[O:17][C:13]=4[CH:12]=3)[CH:6]=[N:7]2)=[N:3][CH:2]=1.C1C=C(Cl)C=C(C(OO)=[O:30])C=1. Product: [N:1]1[CH:9]=[C:8]2[C:4]([N:5]([CH2:10][C:11]3[CH:21]=[CH:20][C:14]4[N:15]=[C:16]([S:18]([CH3:19])=[O:30])[O:17][C:13]=4[CH:12]=3)[CH:6]=[N:7]2)=[N:3][CH:2]=1. The catalyst class is: 2. (6) Reactant: [Cl:1][C:2]1[CH:7]=[C:6]([Cl:8])[CH:5]=[CH:4][C:3]=1[C:9]([N:11]1[CH2:16][CH2:15][NH:14][C:13](=O)[CH2:12]1)=[O:10].F[B-](F)(F)F.C([O+](CC)CC)C.[N:30]1[CH:35]=[CH:34][N:33]=[CH:32][C:31]=1[C:36]([NH:38][NH2:39])=O. Product: [Cl:1][C:2]1[CH:7]=[C:6]([Cl:8])[CH:5]=[CH:4][C:3]=1[C:9]([N:11]1[CH2:16][CH2:15][N:14]2[C:36]([C:31]3[CH:32]=[N:33][CH:34]=[CH:35][N:30]=3)=[N:38][N:39]=[C:13]2[CH2:12]1)=[O:10]. The catalyst class is: 4. (7) Reactant: [S:1]1[C:5]2[CH:6]=[CH:7][C:8]([CH2:10][CH2:11][O:12][CH2:13][CH2:14][C:15]([O:17]C(C)(C)C)=[O:16])=[CH:9][C:4]=2[CH:3]=[CH:2]1.O.C1(C)C=CC(S(O)(=O)=O)=CC=1.O.C(OCC)(=O)C. Product: [S:1]1[C:5]2[CH:6]=[CH:7][C:8]([CH2:10][CH2:11][O:12][CH2:13][CH2:14][C:15]([OH:17])=[O:16])=[CH:9][C:4]=2[CH:3]=[CH:2]1. The catalyst class is: 11.